Dataset: Forward reaction prediction with 1.9M reactions from USPTO patents (1976-2016). Task: Predict the product of the given reaction. (1) Given the reactants [C:1]([N:8](C)[C@H:9](C=O)[CH:10]([CH3:12])[CH3:11])(OC(C)(C)C)=O.C([Cl:19])(=O)C.[CH:20](OC)([O:23][CH3:24])[O:21][CH3:22], predict the reaction product. The product is: [ClH:19].[CH3:22][O:21][CH:20]([O:23][CH3:24])[C@@H:9]([NH:8][CH3:1])[CH:10]([CH3:12])[CH3:11]. (2) Given the reactants OS(O)(=O)=O.[Br:6][C:7]1[C:8]([C:13]([OH:15])=[O:14])=[N:9][CH:10]=[CH:11][CH:12]=1.[CH3:16]O, predict the reaction product. The product is: [CH3:16][O:14][C:13]([C:8]1[C:7]([Br:6])=[CH:12][CH:11]=[CH:10][N:9]=1)=[O:15].